Regression. Given two drug SMILES strings and cell line genomic features, predict the synergy score measuring deviation from expected non-interaction effect. From a dataset of NCI-60 drug combinations with 297,098 pairs across 59 cell lines. (1) Drug 1: C1CCC(CC1)NC(=O)N(CCCl)N=O. Drug 2: C1=CC(=CC=C1CCCC(=O)O)N(CCCl)CCCl. Cell line: DU-145. Synergy scores: CSS=24.8, Synergy_ZIP=-6.42, Synergy_Bliss=-7.40, Synergy_Loewe=-10.2, Synergy_HSA=-7.24. (2) Drug 1: CC1C(C(=O)NC(C(=O)N2CCCC2C(=O)N(CC(=O)N(C(C(=O)O1)C(C)C)C)C)C(C)C)NC(=O)C3=C4C(=C(C=C3)C)OC5=C(C(=O)C(=C(C5=N4)C(=O)NC6C(OC(=O)C(N(C(=O)CN(C(=O)C7CCCN7C(=O)C(NC6=O)C(C)C)C)C)C(C)C)C)N)C. Drug 2: CC(C)NC(=O)C1=CC=C(C=C1)CNNC.Cl. Cell line: A498. Synergy scores: CSS=15.5, Synergy_ZIP=-5.95, Synergy_Bliss=-3.95, Synergy_Loewe=-5.17, Synergy_HSA=-3.18. (3) Drug 1: COC1=CC(=CC(=C1O)OC)C2C3C(COC3=O)C(C4=CC5=C(C=C24)OCO5)OC6C(C(C7C(O6)COC(O7)C8=CC=CS8)O)O. Drug 2: C1CC(C1)(C(=O)O)C(=O)O.[NH2-].[NH2-].[Pt+2]. Cell line: OVCAR3. Synergy scores: CSS=57.3, Synergy_ZIP=-5.63, Synergy_Bliss=-0.474, Synergy_Loewe=-4.93, Synergy_HSA=0.466. (4) Drug 1: C1=CN(C(=O)N=C1N)C2C(C(C(O2)CO)O)O.Cl. Drug 2: CCC1(CC2CC(C3=C(CCN(C2)C1)C4=CC=CC=C4N3)(C5=C(C=C6C(=C5)C78CCN9C7C(C=CC9)(C(C(C8N6C)(C(=O)OC)O)OC(=O)C)CC)OC)C(=O)OC)O.OS(=O)(=O)O. Cell line: NCI-H522. Synergy scores: CSS=27.5, Synergy_ZIP=-2.29, Synergy_Bliss=-4.68, Synergy_Loewe=-6.06, Synergy_HSA=-3.76. (5) Drug 1: CNC(=O)C1=CC=CC=C1SC2=CC3=C(C=C2)C(=NN3)C=CC4=CC=CC=N4. Drug 2: C1CC(C1)(C(=O)O)C(=O)O.[NH2-].[NH2-].[Pt+2]. Cell line: OVCAR3. Synergy scores: CSS=33.8, Synergy_ZIP=2.95, Synergy_Bliss=0.907, Synergy_Loewe=-1.46, Synergy_HSA=-1.83. (6) Drug 1: CC(CN1CC(=O)NC(=O)C1)N2CC(=O)NC(=O)C2. Drug 2: CCC1(CC2CC(C3=C(CCN(C2)C1)C4=CC=CC=C4N3)(C5=C(C=C6C(=C5)C78CCN9C7C(C=CC9)(C(C(C8N6C=O)(C(=O)OC)O)OC(=O)C)CC)OC)C(=O)OC)O.OS(=O)(=O)O. Cell line: OVCAR-5. Synergy scores: CSS=12.7, Synergy_ZIP=-0.704, Synergy_Bliss=3.52, Synergy_Loewe=-2.27, Synergy_HSA=1.58.